This data is from Reaction yield outcomes from USPTO patents with 853,638 reactions. The task is: Predict the reaction yield, written as a fraction of the theoretical maximum amount of product (1.0 means a 100% yield; for example, 0.34 means a 34% yield). (1) The reactants are [CH3:1][C:2]1[C:7]2[N:8]=[C:9](N)[S:10][C:6]=2[CH:5]=[CH:4][CH:3]=1.C([CH2:14][O:15][C:16]1[C:17]([F:26])=[C:18]([C:23]([NH2:25])=[O:24])[C:19]([F:22])=[CH:20][CH:21]=1)#N. No catalyst specified. The product is [F:26][C:17]1[C:16]([O:15][CH2:14][C:9]2[S:10][C:6]3[CH:5]=[CH:4][CH:3]=[C:2]([CH3:1])[C:7]=3[N:8]=2)=[CH:21][CH:20]=[C:19]([F:22])[C:18]=1[C:23]([NH2:25])=[O:24]. The yield is 0.360. (2) The reactants are Br[C:2]1[C:3]([O:9][CH3:10])=[N:4][C:5]([Cl:8])=[CH:6][CH:7]=1.[NH:11]1[CH2:15][CH2:14][CH:13]([OH:16])[CH2:12]1.CC1(C)C2C(=C(P(C3C=CC=CC=3)C3C=CC=CC=3)C=CC=2)OC2C(P(C3C=CC=CC=3)C3C=CC=CC=3)=CC=CC1=2.CC(C)([O-])C.[Na+]. The catalyst is C1C=CC(/C=C/C(/C=C/C2C=CC=CC=2)=O)=CC=1.C1C=CC(/C=C/C(/C=C/C2C=CC=CC=2)=O)=CC=1.C1C=CC(/C=C/C(/C=C/C2C=CC=CC=2)=O)=CC=1.[Pd].[Pd].C1(C)C=CC=CC=1. The product is [Cl:8][C:5]1[N:4]=[C:3]([O:9][CH3:10])[C:2]([N:11]2[CH2:15][CH2:14][CH:13]([OH:16])[CH2:12]2)=[CH:7][CH:6]=1. The yield is 0.0570.